From a dataset of TCR-epitope binding with 47,182 pairs between 192 epitopes and 23,139 TCRs. Binary Classification. Given a T-cell receptor sequence (or CDR3 region) and an epitope sequence, predict whether binding occurs between them. (1) The epitope is WICLLQFAY. The TCR CDR3 sequence is CASSSPGTGYSEAFF. Result: 0 (the TCR does not bind to the epitope). (2) The epitope is NLSALGIFST. The TCR CDR3 sequence is CASSQGPSGIGTQYF. Result: 1 (the TCR binds to the epitope). (3) The epitope is SLYNTVATL. The TCR CDR3 sequence is CASSQDPGVNSPLHF. Result: 0 (the TCR does not bind to the epitope). (4) The epitope is GTITVEELK. The TCR CDR3 sequence is CASRPSGILYNEQFF. Result: 1 (the TCR binds to the epitope). (5) The epitope is LPAADLDDF. The TCR CDR3 sequence is CASSLGVSMNTEAFF. Result: 1 (the TCR binds to the epitope). (6) The epitope is VTIAEILLI. The TCR CDR3 sequence is CASSPLAGASYEQYF. Result: 0 (the TCR does not bind to the epitope).